Predict hERG channel inhibition at various concentrations. From a dataset of hERG Central: cardiac toxicity at 1µM, 10µM, and general inhibition. (1) The compound is CCOC(=O)C1(CCc2ccccc2)CCN(Cc2ccco2)CC1. Results: hERG_inhib (hERG inhibition (general)): blocker. (2) The compound is O=C(NCCCN1CCOCC1)c1ccccc1N1C(=O)[C@@H]2Cc3c([nH]c4ccccc34)C(c3ccc(F)cc3)N2C1=O. Results: hERG_inhib (hERG inhibition (general)): blocker. (3) The drug is Cc1ccccc1S(=O)(=O)N(CC(O)CN1CCCCC1)c1ccccc1. Results: hERG_inhib (hERG inhibition (general)): blocker.